From a dataset of Forward reaction prediction with 1.9M reactions from USPTO patents (1976-2016). Predict the product of the given reaction. (1) Given the reactants [C:1]([O:5][C:6]([N:8]1[CH2:13][CH:12]=[C:11]([C:14]2[CH:15]=[N:16][C:17]([NH2:26])=[C:18]([C:20]3[N:25]=[CH:24][CH:23]=[CH:22][N:21]=3)[CH:19]=2)[CH2:10][CH2:9]1)=[O:7])([CH3:4])([CH3:3])[CH3:2], predict the reaction product. The product is: [C:1]([O:5][C:6]([N:8]1[CH2:9][CH2:10][CH:11]([C:14]2[CH:15]=[N:16][C:17]([NH2:26])=[C:18]([C:20]3[N:25]=[CH:24][CH:23]=[CH:22][N:21]=3)[CH:19]=2)[CH2:12][CH2:13]1)=[O:7])([CH3:4])([CH3:2])[CH3:3]. (2) Given the reactants Cl.Cl.[NH2:3][CH2:4][CH2:5][C:6]1[CH:11]=[CH:10][N:9]=[C:8]([O:12]C)[CH:7]=1.[BrH:14], predict the reaction product. The product is: [BrH:14].[BrH:14].[NH2:3][CH2:4][CH2:5][C:6]1[CH:11]=[CH:10][N:9]=[C:8]([OH:12])[CH:7]=1. (3) Given the reactants [F:1][C:2]1[CH:7]=[C:6]([F:8])[CH:5]=[CH:4][C:3]=1[C@:9]([OH:24])([C@H:16]([S:18][CH:19]([CH2:22][OH:23])[CH2:20][OH:21])[CH3:17])[CH2:10][N:11]1[CH:15]=[N:14][CH:13]=[N:12]1.[Cl:25][C:26]1[CH:35]=[CH:34][C:29](/[CH:30]=[CH:31]/[CH:32]=O)=[CH:28][CH:27]=1.O.C1(C)C=CC(S(O)(=O)=O)=CC=1.C(=O)([O-])O.[Na+], predict the reaction product. The product is: [Cl:25][C:26]1[CH:35]=[CH:34][C:29](/[CH:30]=[CH:31]/[C@H:32]2[O:21][CH2:20][C@H:19]([S:18][C@H:16]([CH3:17])[C@:9]([C:3]3[CH:4]=[CH:5][C:6]([F:8])=[CH:7][C:2]=3[F:1])([OH:24])[CH2:10][N:11]3[CH:15]=[N:14][CH:13]=[N:12]3)[CH2:22][O:23]2)=[CH:28][CH:27]=1. (4) Given the reactants [OH:1][CH2:2][C:3]1([C:6]2[CH:11]=[CH:10][C:9]([C:12]3[CH:13]=[C:14]4[C:18](=[CH:19][C:20]=3[CH3:21])[NH:17][CH:16]=[C:15]4[CH:22]=[O:23])=[CH:8][CH:7]=2)[CH2:5][CH2:4]1.Cl([O-])=[O:25].[Na+].P([O-])(O)(O)=O.[Na+].S([O-])([O-])=O.[Na+].[Na+], predict the reaction product. The product is: [OH:1][CH2:2][C:3]1([C:6]2[CH:7]=[CH:8][C:9]([C:12]3[CH:13]=[C:14]4[C:18](=[CH:19][C:20]=3[CH3:21])[NH:17][CH:16]=[C:15]4[C:22]([OH:25])=[O:23])=[CH:10][CH:11]=2)[CH2:4][CH2:5]1. (5) Given the reactants [CH3:1][C:2]1([CH3:25])[C:15]2[C:10]3=[C:11]([C:16]4[CH:17]=[C:18](B(O)O)[CH:19]=[CH:20][C:21]=4[N:9]3[C:8]3[CH:7]=[CH:6][CH:5]=[CH:4][C:3]1=3)[CH:12]=[CH:13][CH:14]=2.Br[C:27]1[CH:28]=[CH:29][C:30]2[N:31]([C:40]3[CH:45]=[CH:44][CH:43]=[CH:42][CH:41]=3)[C:32]3[C:37]([C:38]=2[CH:39]=1)=[CH:36][CH:35]=[CH:34][CH:33]=3.C(=O)([O-])[O-].[Na+].[Na+].C1(C)C=CC=CC=1P(C1C=CC=CC=1C)C1C=CC=CC=1C, predict the reaction product. The product is: [CH3:1][C:2]1([CH3:25])[C:15]2[C:10]3=[C:11]([C:16]4[CH:17]=[C:18]([C:35]5[CH:34]=[CH:33][C:32]6[N:31]([C:40]7[CH:45]=[CH:44][CH:43]=[CH:42][CH:41]=7)[C:30]7[C:38]([C:37]=6[CH:36]=5)=[CH:39][CH:27]=[CH:28][CH:29]=7)[CH:19]=[CH:20][C:21]=4[N:9]3[C:8]3[CH:7]=[CH:6][CH:5]=[CH:4][C:3]1=3)[CH:12]=[CH:13][CH:14]=2. (6) Given the reactants [CH3:1][O:2][C:3](=[O:39])[C:4]1[CH:9]=[CH:8][C:7]([C:10]2[CH:14]([C:15]3[CH:20]=[CH:19][C:18]([CH:21]4[CH2:26][CH2:25][CH2:24][CH2:23][CH2:22]4)=[CH:17][CH:16]=3)[CH:13]([C:27](=[O:38])[C:28]3[CH:33]=[CH:32][C:31]([C:34]([CH3:37])([CH3:36])[CH3:35])=[CH:30][CH:29]=3)[O:12][N:11]=2)=[CH:6][CH:5]=1.C1CCN2C(=NCCC2)CC1, predict the reaction product. The product is: [CH3:1][O:2][C:3](=[O:39])[C:4]1[CH:9]=[CH:8][C:7]([C:10]2[C:14]([C:15]3[CH:20]=[CH:19][C:18]([CH:21]4[CH2:22][CH2:23][CH2:24][CH2:25][CH2:26]4)=[CH:17][CH:16]=3)=[C:13]([C:27](=[O:38])[C:28]3[CH:33]=[CH:32][C:31]([C:34]([CH3:35])([CH3:36])[CH3:37])=[CH:30][CH:29]=3)[O:12][N:11]=2)=[CH:6][CH:5]=1.